This data is from Reaction yield outcomes from USPTO patents with 853,638 reactions. The task is: Predict the reaction yield, written as a fraction of the theoretical maximum amount of product (1.0 means a 100% yield; for example, 0.34 means a 34% yield). (1) The reactants are [CH2:1]([O:3][C:4](=[O:13])[CH:5](Br)[C:6]1[CH:7]=[N:8][CH:9]=[CH:10][CH:11]=1)[CH3:2].[CH3:14][N:15]1[CH2:20][CH2:19][NH:18][CH2:17][CH2:16]1.CCN(CC)CC. The yield is 0.280. The catalyst is ClCCl. The product is [CH2:1]([O:3][C:4](=[O:13])[CH:5]([N:18]1[CH2:19][CH2:20][N:15]([CH3:14])[CH2:16][CH2:17]1)[C:6]1[CH:7]=[N:8][CH:9]=[CH:10][CH:11]=1)[CH3:2]. (2) The reactants are [CH2:1]([O:3][C:4](=[O:27])[CH2:5][CH:6]([N:13]1[C:21]2[C:16](=[CH:17][C:18]([O:22][CH2:23][CH2:24][O:25][NH2:26])=[CH:19][CH:20]=2)[CH:15]=[CH:14]1)[C:7]1[CH:12]=[CH:11][CH:10]=[CH:9][CH:8]=1)[CH3:2].Br.CC1C([C:35]2[NH:36][CH2:37][CH2:38][N:39]=2)=C(C)NN=1. The catalyst is CO. The product is [CH2:1]([O:3][C:4](=[O:27])[CH2:5][CH:6]([N:13]1[C:21]2[C:16](=[CH:17][C:18]([O:22][CH2:23][CH2:24][O:25][NH:26][C:35]3[NH:39][CH2:38][CH2:37][N:36]=3)=[CH:19][CH:20]=2)[CH:15]=[CH:14]1)[C:7]1[CH:12]=[CH:11][CH:10]=[CH:9][CH:8]=1)[CH3:2]. The yield is 0.990. (3) The reactants are C([O:3][P:4]([CH2:9][CH2:10][CH2:11][NH:12][OH:13])(=[O:8])[O:5]CC)C.C([O-])(O)=O.[Na+]. The catalyst is Cl. The product is [OH:13][NH:12][CH2:11][CH2:10][CH2:9][P:4](=[O:3])([OH:8])[OH:5]. The yield is 0.618. (4) The reactants are O[CH2:2][CH2:3][N:4]([CH2:17][CH2:18][C:19]1[CH:24]=[CH:23][CH:22]=[CH:21][CH:20]=1)[C:5]([NH:7][CH2:8][CH2:9][CH2:10][C:11]1[CH:16]=[CH:15][N:14]=[CH:13][CH:12]=1)=[S:6].C1(P(C2C=CC=CC=2)C2C=CC=CC=2)C=CC=CC=1.N(C(OC(C)C)=O)=NC(OC(C)C)=O.C(OCC)(=O)C. The catalyst is O1CCCC1. The product is [CH2:17]([N:4]1[CH2:3][CH2:2][N:7]([CH2:8][CH2:9][CH2:10][C:11]2[CH:16]=[CH:15][N:14]=[CH:13][CH:12]=2)[C:5]1=[S:6])[CH2:18][C:19]1[CH:24]=[CH:23][CH:22]=[CH:21][CH:20]=1. The yield is 0.190. (5) The reactants are [N:1]1[CH:6]=[CH:5][CH:4]=[CH:3][C:2]=1[C:7]1[CH:12]=[CH:11][CH:10]=[CH:9][C:8]=1[N+:13]([O-])=O.[BH4-].[Na+]. The yield is 0.470. The product is [N:1]1[CH:6]=[CH:5][CH:4]=[CH:3][C:2]=1[C:7]1[CH:12]=[CH:11][CH:10]=[CH:9][C:8]=1[NH2:13]. The catalyst is C(O)C.S([O-])([O-])(=O)=O.[Cu+2]. (6) The reactants are Cl[C:2]1[N:7]=[C:6]([C:8]2[CH:13]=[CH:12][CH:11]=[CH:10][CH:9]=2)[N:5]=[C:4]([C:14]([NH:16][C:17]2[CH:22]=[CH:21][CH:20]=[CH:19][C:18]=2[C:23]2[O:24][C:25]([CH3:28])=[N:26][N:27]=2)=[O:15])[CH:3]=1.[CH3:29][N:30]([CH3:34])[CH2:31][CH2:32][NH2:33]. The catalyst is O1CCCC1.O. The product is [CH3:29][N:30]([CH3:34])[CH2:31][CH2:32][NH:33][C:2]1[N:7]=[C:6]([C:8]2[CH:13]=[CH:12][CH:11]=[CH:10][CH:9]=2)[N:5]=[C:4]([C:14]([NH:16][C:17]2[CH:22]=[CH:21][CH:20]=[CH:19][C:18]=2[C:23]2[O:24][C:25]([CH3:28])=[N:26][N:27]=2)=[O:15])[CH:3]=1. The yield is 0.290. (7) The reactants are [Cl:1][C:2]1[N:7]=[C:6]([C:8]([O:10][CH2:11][CH3:12])=C)[C:5]([F:13])=[CH:4][N:3]=1.[Mn]([O-])(=O)(=O)=[O:15].[K+]. No catalyst specified. The product is [Cl:1][C:2]1[N:7]=[C:6]([C:8]([O:10][CH2:11][CH3:12])=[O:15])[C:5]([F:13])=[CH:4][N:3]=1. The yield is 0.660. (8) The reactants are [CH3:1][C:2]([O:5][C:6](=[O:19])[NH:7][CH2:8][CH2:9][CH2:10][C@@H:11]([OH:18])[C:12]1[N:13]([CH3:17])[CH:14]=[CH:15][N:16]=1)([CH3:4])[CH3:3].[H-].[Na+].[Cl:22][C:23]1[C:30]([F:31])=[CH:29][C:26]([C:27]#[N:28])=[C:25](F)[CH:24]=1.O. The catalyst is CN(C)C=O. The product is [Cl:22][C:23]1[C:30]([F:31])=[CH:29][C:26]([C:27]#[N:28])=[C:25]([CH:24]=1)[O:18][C@@H:11]([C:12]1[N:13]([CH3:17])[CH:14]=[CH:15][N:16]=1)[CH2:10][CH2:9][CH2:8][NH:7][C:6](=[O:19])[O:5][C:2]([CH3:1])([CH3:3])[CH3:4]. The yield is 0.880. (9) The catalyst is C([O-])(=O)C.[Pd+2].C([O-])(=O)C.O.C1(C)C=CC=CC=1. The reactants are [CH3:1][CH:2]1[CH2:6][C:5]2[C:7]([CH3:19])=[C:8]([N:13]3[CH2:18][CH2:17][NH:16][CH2:15][CH2:14]3)[C:9]([CH3:12])=[C:10]([CH3:11])[C:4]=2[O:3]1.Br[C:21]1[CH:26]=[CH:25][C:24]([O:27][CH3:28])=[C:23]([CH3:29])[CH:22]=1.C1C=CC(P(C2C(C3C(P(C4C=CC=CC=4)C4C=CC=CC=4)=CC=C4C=3C=CC=C4)=C3C(C=CC=C3)=CC=2)C2C=CC=CC=2)=CC=1.CC(C)([O-])C.[Na+]. The yield is 0.190. The product is [CH3:28][O:27][C:24]1[CH:25]=[CH:26][C:21]([N:16]2[CH2:15][CH2:14][N:13]([C:8]3[C:9]([CH3:12])=[C:10]([CH3:11])[C:4]4[O:3][CH:2]([CH3:1])[CH2:6][C:5]=4[C:7]=3[CH3:19])[CH2:18][CH2:17]2)=[CH:22][C:23]=1[CH3:29]. (10) The reactants are [C:1]1([CH3:18])[CH:6]=[CH:5][C:4]([N:7]2[C:15](=[O:16])[C:14]3[C:9](=[CH:10][CH:11]=[CH:12][CH:13]=3)[C:8]2=[O:17])=[CH:3][CH:2]=1.[Br:19]N1C(=O)CCC1=O.C(OOC(=O)C1C=CC=CC=1)(=O)C1C=CC=CC=1. The catalyst is C(Cl)(Cl)(Cl)Cl. The product is [Br:19][CH2:18][C:1]1[CH:2]=[CH:3][C:4]([N:7]2[C:15](=[O:16])[C:14]3[C:9](=[CH:10][CH:11]=[CH:12][CH:13]=3)[C:8]2=[O:17])=[CH:5][CH:6]=1.[Br-:19]. The yield is 0.770.